From a dataset of Catalyst prediction with 721,799 reactions and 888 catalyst types from USPTO. Predict which catalyst facilitates the given reaction. (1) Reactant: [Cl:1][C:2]1[CH:3]=[C:4]([F:9])[C:5](F)=[N:6][CH:7]=1.[C:10]([O:18][CH2:19][CH3:20])(=[O:17])[CH2:11][C:12]([O:14][CH2:15][CH3:16])=[O:13].C(=O)([O-])[O-].[Cs+].[Cs+]. Product: [Cl:1][C:2]1[CH:3]=[C:4]([F:9])[C:5]([CH:11]([C:12]([O:14][CH2:15][CH3:16])=[O:13])[C:10]([O:18][CH2:19][CH3:20])=[O:17])=[N:6][CH:7]=1. The catalyst class is: 16. (2) Reactant: [NH2:1][C:2]1[C:7]([F:8])=[CH:6][N:5]=[C:4]([N:9]2[CH:13]=[C:12]([C:14]([O:16]CC)=[O:15])[C:11]([C:19]([F:22])([F:21])[F:20])=[N:10]2)[N:3]=1.[OH-].[Na+]. Product: [NH2:1][C:2]1[C:7]([F:8])=[CH:6][N:5]=[C:4]([N:9]2[CH:13]=[C:12]([C:14]([OH:16])=[O:15])[C:11]([C:19]([F:22])([F:21])[F:20])=[N:10]2)[N:3]=1. The catalyst class is: 5. (3) Reactant: C(O)(=O)C.C([O-])(=O)C.[NH4+].[N+:10]([CH3:13])([O-:12])=[O:11].[F:14][C:15]1[CH:22]=[CH:21][C:18]([CH:19]=O)=[CH:17][CH:16]=1. Product: [F:14][C:15]1[CH:22]=[CH:21][C:18](/[CH:19]=[CH:13]/[N+:10]([O-:12])=[O:11])=[CH:17][CH:16]=1. The catalyst class is: 6. (4) Reactant: CCN(C(C)C)C(C)C.CN(C(ON1N=NC2C=CC=NC1=2)=[N+](C)C)C.F[P-](F)(F)(F)(F)F.[CH3:34][CH:35]1[NH:40][CH2:39][CH:38]([C:41]([O:43][CH3:44])=[O:42])[CH2:37][CH2:36]1.[CH3:45][C:46]1[CH:47]=[CH:48][C:49]([N:55]2[N:59]=[CH:58][CH:57]=[N:56]2)=[C:50]([CH:54]=1)[C:51](O)=[O:52]. Product: [CH3:34][CH:35]1[N:40]([C:51](=[O:52])[C:50]2[CH:54]=[C:46]([CH3:45])[CH:47]=[CH:48][C:49]=2[N:55]2[N:59]=[CH:58][CH:57]=[N:56]2)[CH2:39][CH:38]([C:41]([O:43][CH3:44])=[O:42])[CH2:37][CH2:36]1. The catalyst class is: 136. (5) Reactant: [CH2:1]([OH:5])[CH2:2][CH:3]=[CH2:4].C(N(CC)CC)C.[CH3:13][S:14](Cl)(=[O:16])=[O:15]. Product: [CH3:13][S:14]([O:5][CH2:1][CH2:2][CH:3]=[CH2:4])(=[O:16])=[O:15]. The catalyst class is: 2. (6) The catalyst class is: 22. Product: [Cl:18][CH2:14][C:11]1[N:12]=[C:8]([C:5]2[CH:6]=[CH:7][C:2]([Cl:1])=[CH:3][CH:4]=2)[O:9][C:10]=1[CH3:15]. Reactant: [Cl:1][C:2]1[CH:7]=[CH:6][C:5]([C:8]2[O:9][C:10]([CH3:15])=[C:11]([CH3:14])[N+:12]=2[O-])=[CH:4][CH:3]=1.P(Cl)(Cl)([Cl:18])=O.N. (7) Reactant: Cl.[C:2]([C:4]1[CH:29]=[CH:28][C:7]([O:8][CH2:9][CH2:10][N:11]2[CH2:17][CH:16]3[CH:18]([N:19](C)[C:20](=O)OC(C)(C)C)[CH:13]([CH2:14][CH2:15]3)[CH2:12]2)=[CH:6][CH:5]=1)#[N:3]. The catalyst class is: 13. Product: [CH3:20][NH:19][CH:18]1[CH:13]2[CH2:14][CH2:15][CH:16]1[CH2:17][N:11]([CH2:10][CH2:9][O:8][C:7]1[CH:6]=[CH:5][C:4]([C:2]#[N:3])=[CH:29][CH:28]=1)[CH2:12]2. (8) Reactant: [O:1]1[CH2:6][CH2:5][N:4]([CH2:7][CH2:8][CH2:9][O:10][C:11]2[CH:12]=[C:13]([NH2:17])[CH:14]=[CH:15][CH:16]=2)[CH2:3][CH2:2]1.C(N(CC)CC)C.[C:25]12([C:35](Cl)=[O:36])[CH2:34][CH:29]3[CH2:30][CH:31]([CH2:33][CH:27]([CH2:28]3)[CH2:26]1)[CH2:32]2. Product: [N:4]1([CH2:7][CH2:8][CH2:9][O:10][C:11]2[CH:12]=[C:13]([NH:17][C:35]([C:25]34[CH2:34][CH:29]5[CH2:28][CH:27]([CH2:33][CH:31]([CH2:30]5)[CH2:32]3)[CH2:26]4)=[O:36])[CH:14]=[CH:15][CH:16]=2)[CH2:3][CH2:2][O:1][CH2:6][CH2:5]1. The catalyst class is: 4.